This data is from Forward reaction prediction with 1.9M reactions from USPTO patents (1976-2016). The task is: Predict the product of the given reaction. (1) Given the reactants [OH:1][C:2]1[CH:3]=[C:4]2[C:9](=[CH:10][C:11]=1[N:12]1[CH2:16][C:15](=[O:17])[NH:14][S:13]1(=[O:19])=[O:18])[CH:8]=[C:7]([CH2:20][CH2:21][CH:22]([CH3:25])[C:23]#[N:24])[CH:6]=[CH:5]2.CC(C)([O-])C.[K+].[C:32](Cl)(=[O:39])[C:33]1[CH:38]=[CH:37][CH:36]=[CH:35][CH:34]=1, predict the reaction product. The product is: [C:23]([CH:22]([CH3:25])[CH2:21][CH2:20][C:7]1[CH:8]=[C:9]2[C:4](=[CH:5][CH:6]=1)[CH:3]=[C:2]([O:1][C:32](=[O:39])[C:33]1[CH:38]=[CH:37][CH:36]=[CH:35][CH:34]=1)[C:11]([N:12]1[CH2:16][C:15](=[O:17])[NH:14][S:13]1(=[O:19])=[O:18])=[CH:10]2)#[N:24]. (2) Given the reactants [N:1]1[CH:6]=[CH:5][C:4]([CH2:7][O:8][C:9]2[C:10]([N:14]3[CH2:19][CH2:18][CH:17]([C:20]([OH:22])=O)[CH2:16][CH2:15]3)=[N:11][S:12][N:13]=2)=[CH:3][CH:2]=1.CN(C(ON1N=NC2C=CC=NC1=2)=[N+](C)C)C.F[P-](F)(F)(F)(F)F.CCN(C(C)C)C(C)C.[F:56][C:57]([F:66])([F:65])[C:58]1[CH:59]=[C:60]([NH2:64])[CH:61]=[CH:62][CH:63]=1, predict the reaction product. The product is: [F:56][C:57]([F:65])([F:66])[C:58]1[CH:59]=[C:60]([NH:64][C:20]([CH:17]2[CH2:16][CH2:15][N:14]([C:10]3[C:9]([O:8][CH2:7][C:4]4[CH:3]=[CH:2][N:1]=[CH:6][CH:5]=4)=[N:13][S:12][N:11]=3)[CH2:19][CH2:18]2)=[O:22])[CH:61]=[CH:62][CH:63]=1. (3) Given the reactants Cl[C:2]1[CH:7]=[C:6]([CH2:8][NH:9][C:10](=[O:12])[CH3:11])[C:5]([Cl:13])=[CH:4][N:3]=1.[OH:14]S(O)(=O)=O.[NH4+].[OH-], predict the reaction product. The product is: [Cl:13][C:5]1[C:6]([CH2:8][NH:9][C:10](=[O:12])[CH3:11])=[CH:7][C:2](=[O:14])[NH:3][CH:4]=1. (4) The product is: [Br:23][C:24]1[CH:25]=[C:26]([CH:27]=[CH:28][CH:29]=1)[CH2:30][N:6]1[C:2]([CH3:1])=[N:3][C:4]([C:7]2[O:11][N:10]=[C:9]([C:12]3[CH:13]=[CH:14][C:15]([O:18][C:19]([F:22])([F:20])[F:21])=[CH:16][CH:17]=3)[CH:8]=2)=[N:5]1. Given the reactants [CH3:1][C:2]1[NH:6][N:5]=[C:4]([C:7]2[O:11][N:10]=[C:9]([C:12]3[CH:17]=[CH:16][C:15]([O:18][C:19]([F:22])([F:21])[F:20])=[CH:14][CH:13]=3)[CH:8]=2)[N:3]=1.[Br:23][C:24]1[CH:29]=[CH:28][CH:27]=[C:26]([CH2:30]Br)[CH:25]=1.C([O-])([O-])=O.[K+].[K+], predict the reaction product. (5) Given the reactants [CH3:1][O:2][C:3]1[CH:8]=[CH:7][C:6]([S:9][CH3:10])=[CH:5][C:4]=1[CH2:11]O.[Li+].[Cl-].S(Cl)([Cl:17])=O.O, predict the reaction product. The product is: [Cl:17][CH2:11][C:4]1[CH:5]=[C:6]([S:9][CH3:10])[CH:7]=[CH:8][C:3]=1[O:2][CH3:1]. (6) Given the reactants COC([N:5]1[C:13]2[C:8](=[C:9]([NH:14][C:15]([O:17]N3C(=O)CCC3=O)=O)[CH:10]=[CH:11][CH:12]=2)[CH:7]=[N:6]1)=O.[NH2:25][CH:26]1[C:34]2[C:29](=[CH:30][C:31]([C:35]([CH3:39])([CH3:38])[C:36]#[N:37])=[CH:32][CH:33]=2)[CH2:28][CH2:27]1.CCN(C(C)C)C(C)C.CO, predict the reaction product. The product is: [C:36]([C:35]([C:31]1[CH:30]=[C:29]2[C:34](=[CH:33][CH:32]=1)[CH:26]([NH:25][C:15]([NH:14][C:9]1[CH:10]=[CH:11][CH:12]=[C:13]3[C:8]=1[CH:7]=[N:6][NH:5]3)=[O:17])[CH2:27][CH2:28]2)([CH3:39])[CH3:38])#[N:37]. (7) Given the reactants [BH4-].[Na+].[C:3]([C:7]1[CH:12]=[CH:11][C:10](/[C:13](/[C:27]2[NH:28][C:29](=[O:34])[C:30]([Cl:33])=[CH:31][CH:32]=2)=[CH:14]\[CH2:15][N:16]2[C:24](=O)[C:23]3[C:18](=[CH:19][CH:20]=[CH:21][CH:22]=3)[C:17]2=[O:26])=[CH:9][CH:8]=1)([CH3:6])([CH3:5])[CH3:4].O, predict the reaction product. The product is: [C:3]([C:7]1[CH:12]=[CH:11][C:10](/[C:13](/[C:27]2[NH:28][C:29](=[O:34])[C:30]([Cl:33])=[CH:31][CH:32]=2)=[CH:14]\[CH2:15][N:16]2[CH2:24][C:23]3[C:18](=[CH:19][CH:20]=[CH:21][CH:22]=3)[C:17]2=[O:26])=[CH:9][CH:8]=1)([CH3:6])([CH3:4])[CH3:5].